This data is from Reaction yield outcomes from USPTO patents with 853,638 reactions. The task is: Predict the reaction yield, written as a fraction of the theoretical maximum amount of product (1.0 means a 100% yield; for example, 0.34 means a 34% yield). (1) The reactants are [BH4-].[Na+].[CH3:3][C:4]1[C:9]([N+:10]([O-:12])=[O:11])=[CH:8][CH:7]=[CH:6][C:5]=1[C:13](=[O:20])[CH2:14][C:15]([O:17][CH2:18][CH3:19])=[O:16]. The catalyst is C(O)C.C(OCC)(=O)C. The yield is 0.350. The product is [CH3:3][C:4]1[C:9]([N+:10]([O-:12])=[O:11])=[CH:8][CH:7]=[CH:6][C:5]=1[CH:13]([OH:20])[CH2:14][C:15]([O:17][CH2:18][CH3:19])=[O:16]. (2) The reactants are Br[C:2]1[CH:7]=[CH:6][C:5]([C:8]2[CH:17]=[CH:16][C:15]3[C:10](=[CH:11][CH:12]=[CH:13][CH:14]=3)[CH:9]=2)=[CH:4][CH:3]=1.CCCCCC.C([Li])CCC.C([O:32][B:33](OC(C)C)[O:34]C(C)C)(C)C.Cl. The catalyst is C1(C)C=CC=CC=1.C1COCC1. The product is [CH:9]1[C:10]2[C:15](=[CH:14][CH:13]=[CH:12][CH:11]=2)[CH:16]=[CH:17][C:8]=1[C:5]1[CH:6]=[CH:7][C:2]([B:33]([OH:34])[OH:32])=[CH:3][CH:4]=1. The yield is 0.840. (3) The reactants are [NH2:1][CH2:2][C@H:3]([C:8]([O:10][C:11]([CH3:14])([CH3:13])[CH3:12])=[O:9])[C:4]([O:6][CH3:7])=[O:5].CCN(C(C)C)C(C)C.[N+:24]([C:27]1[CH:32]=[CH:31][CH:30]=[CH:29][C:28]=1[S:33](Cl)(=[O:35])=[O:34])([O-:26])=[O:25]. The catalyst is C(Cl)Cl. The product is [C:11]([O:10][C:8]([C@@H:3]([CH2:2][NH:1][S:33]([C:28]1[CH:29]=[CH:30][CH:31]=[CH:32][C:27]=1[N+:24]([O-:26])=[O:25])(=[O:34])=[O:35])[C:4]([O:6][CH3:7])=[O:5])=[O:9])([CH3:14])([CH3:13])[CH3:12]. The yield is 0.980. (4) The reactants are [CH:1]1([CH2:4][CH2:5][N:6]2[C:14]3[C:9](=[CH:10][CH:11]=[CH:12][CH:13]=3)[C:8](O)([C:15]3[C:23]([OH:24])=[CH:22][C:18]4[O:19][CH2:20][O:21][C:17]=4[CH:16]=3)[C:7]2=[O:26])[CH2:3][CH2:2]1.FC(F)(F)C(O)=O.C([SiH](CC)CC)C. The catalyst is ClCCl. The product is [CH:1]1([CH2:4][CH2:5][N:6]2[C:14]3[C:9](=[CH:10][CH:11]=[CH:12][CH:13]=3)[CH:8]([C:15]3[C:23]([OH:24])=[CH:22][C:18]4[O:19][CH2:20][O:21][C:17]=4[CH:16]=3)[C:7]2=[O:26])[CH2:3][CH2:2]1. The yield is 0.800. (5) The reactants are O.[NH2:2][NH2:3].[IH:4].CS[C:7]1[NH:8][CH2:9][CH2:10][CH2:11][CH2:12][N:13]=1.CCOCC. The catalyst is CCO. The product is [IH:4].[NH:13]1[CH2:12][CH2:11][CH2:10][CH2:9][NH:8][C:7]1=[N:2][NH2:3]. The yield is 1.00. (6) The reactants are [N+:1]([C:4]([C:11]1[CH:20]=[CH:19][C:18]2[C:13](=[CH:14][CH:15]=[C:16]([O:21][C@H:22]3[CH2:27][CH2:26][C@H:25]([C:28]([F:31])([F:30])[F:29])[CH2:24][CH2:23]3)[CH:17]=2)[CH:12]=1)([CH3:10])[CH2:5][CH2:6][C:7]([OH:9])=[O:8])([O-])=O. The catalyst is C(O)(=O)C.[Zn]. The product is [NH2:1][C:4]([C:11]1[CH:20]=[CH:19][C:18]2[C:13](=[CH:14][CH:15]=[C:16]([O:21][C@H:22]3[CH2:27][CH2:26][C@H:25]([C:28]([F:29])([F:30])[F:31])[CH2:24][CH2:23]3)[CH:17]=2)[CH:12]=1)([CH3:10])[CH2:5][CH2:6][C:7]([OH:9])=[O:8]. The yield is 0.520. (7) The reactants are [Br:1][C:2]1[CH:7]=[CH:6][N:5]=[C:4]([C:8]([NH2:10])=O)[CH:3]=1. The catalyst is C1COCC1. The product is [Br:1][C:2]1[CH:7]=[CH:6][N:5]=[C:4]([CH2:8][NH2:10])[CH:3]=1. The yield is 0.310. (8) The reactants are [CH3:1][N:2]1[C:6]([CH3:7])=[CH:5][C:4]([C:8]([F:11])([F:10])[F:9])=[N:3]1.S(Cl)([Cl:15])(=O)=O. The catalyst is C(Cl)(Cl)Cl. The product is [Cl:15][C:5]1[C:4]([C:8]([F:10])([F:9])[F:11])=[N:3][N:2]([CH3:1])[C:6]=1[CH3:7]. The yield is 1.00. (9) The reactants are [F:1][C:2]([F:7])([F:6])[C:3]([OH:5])=[O:4].C[O:9][C:10]1[CH:15]=[CH:14][CH:13]=[CH:12][C:11]=1[C:16]1[CH:21]=[CH:20][CH:19]=[C:18]([S:22]([C:25]2[CH:26]=[C:27]([C:32]([NH2:34])=[NH:33])[S:28][C:29]=2[S:30][CH3:31])(=[O:24])=[O:23])[CH:17]=1.B(Br)(Br)Br. No catalyst specified. The product is [F:1][C:2]([F:7])([F:6])[C:3]([OH:5])=[O:4].[OH:9][C:10]1[CH:15]=[CH:14][CH:13]=[CH:12][C:11]=1[C:16]1[CH:21]=[CH:20][CH:19]=[C:18]([S:22]([C:25]2[CH:26]=[C:27]([C:32]([NH2:34])=[NH:33])[S:28][C:29]=2[S:30][CH3:31])(=[O:24])=[O:23])[CH:17]=1. The yield is 0.770.